From a dataset of Full USPTO retrosynthesis dataset with 1.9M reactions from patents (1976-2016). Predict the reactants needed to synthesize the given product. (1) Given the product [Br:1][C:2]1[CH:3]=[C:4]([CH:33]=[C:34](/[CH:36]=[CH:37]/[CH2:38][O:39][CH3:40])[CH:35]=1)[CH2:5][N:6]([CH:30]1[CH2:32][CH2:31]1)[C:7]([C@H:9]1[C@H:14]([C:15]2[CH:20]=[CH:19][N:18]([CH3:21])[C:17](=[O:22])[CH:16]=2)[CH2:13][CH2:12][NH:11][CH2:10]1)=[O:8], predict the reactants needed to synthesize it. The reactants are: [Br:1][C:2]1[CH:3]=[C:4]([CH:33]=[C:34](/[CH:36]=[CH:37]/[CH2:38][O:39][CH3:40])[CH:35]=1)[CH2:5][N:6]([CH:30]1[CH2:32][CH2:31]1)[C:7]([C@H:9]1[C@H:14]([C:15]2[CH:20]=[CH:19][N:18]([CH3:21])[C:17](=[O:22])[CH:16]=2)[CH2:13][CH2:12][N:11](C(OC(C)(C)C)=O)[CH2:10]1)=[O:8].Cl. (2) Given the product [C:17]([Si:14]([CH3:16])([CH3:15])[O:1][C:2]1[CH:11]=[C:10]2[C:5]([C:6]([CH3:13])=[CH:7][C:8](=[O:12])[O:9]2)=[CH:4][CH:3]=1)([CH3:20])([CH3:19])[CH3:18], predict the reactants needed to synthesize it. The reactants are: [OH:1][C:2]1[CH:11]=[C:10]2[C:5]([C:6]([CH3:13])=[CH:7][C:8](=[O:12])[O:9]2)=[CH:4][CH:3]=1.[Si:14](Cl)([C:17]([CH3:20])([CH3:19])[CH3:18])([CH3:16])[CH3:15].C(OCC)C. (3) The reactants are: [Cl:1][C:2]1[CH:7]=[CH:6][C:5]([C:8]2([OH:35])[CH2:13][CH2:12][N:11]([CH2:14][CH2:15][CH:16]=[C:17]3[C:23]4[CH:24]=[CH:25][CH:26]=[CH:27][C:22]=4[CH2:21][O:20][C:19]4[CH:28]=[CH:29][C:30]([N+:32]([O-])=O)=[CH:31][C:18]3=4)[CH2:10][CH2:9]2)=[CH:4][CH:3]=1.[Sn](Cl)Cl. Given the product [NH2:32][C:30]1[CH:29]=[CH:28][C:19]2[O:20][CH2:21][C:22]3[CH:27]=[CH:26][CH:25]=[CH:24][C:23]=3[C:17](=[CH:16][CH2:15][CH2:14][N:11]3[CH2:10][CH2:9][C:8]([C:5]4[CH:6]=[CH:7][C:2]([Cl:1])=[CH:3][CH:4]=4)([OH:35])[CH2:13][CH2:12]3)[C:18]=2[CH:31]=1, predict the reactants needed to synthesize it.